This data is from Catalyst prediction with 721,799 reactions and 888 catalyst types from USPTO. The task is: Predict which catalyst facilitates the given reaction. Product: [CH:12]([C:5]([CH3:9])([OH:4])[C:6]([OH:8])=[O:7])=[CH2:13].[CH:12]([O:7][C:6](=[O:8])[CH:5]([O:4][C:1](=[O:3])[CH3:2])[CH3:9])=[CH2:13]. The catalyst class is: 318. Reactant: [C:1]([O:4][CH:5]([CH3:9])[C:6]([OH:8])=[O:7])(=[O:3])[CH3:2].[OH-].[K+].[C:12](OC=C)(=O)[CH3:13].